Predict the product of the given reaction. From a dataset of Forward reaction prediction with 1.9M reactions from USPTO patents (1976-2016). (1) Given the reactants Cl[C:2]1[N:3]=[C:4]([N:11]2[CH2:16][CH2:15][O:14][CH2:13][CH2:12]2)[C:5]2[S:10][CH2:9][CH2:8][C:6]=2[N:7]=1.[CH3:17][C:18]1[CH:24]=[CH:23][C:21]([NH2:22])=[CH:20][C:19]=1B1OC(C)(C)C(C)(C)O1.C([O-])([O-])=O.[Na+].[Na+].C(Cl)Cl, predict the reaction product. The product is: [CH3:17][C:18]1[CH:24]=[CH:23][C:21]([NH2:22])=[CH:20][C:19]=1[C:2]1[N:3]=[C:4]([N:11]2[CH2:16][CH2:15][O:14][CH2:13][CH2:12]2)[C:5]2[S:10][CH2:9][CH2:8][C:6]=2[N:7]=1. (2) Given the reactants [CH2:1]([O:8][CH2:9][C@@H:10]([O:15][C:16]1[CH:21]=[C:20]([F:22])[CH:19]=[CH:18][C:17]=1[NH:23][C:24]1[C:33]2[C:28](=[CH:29][C:30](Br)=[CH:31][C:32]=2[CH3:34])[N:27]=[CH:26][N:25]=1)[C:11]([O:13]C)=[O:12])[C:2]1[CH:7]=[CH:6][CH:5]=[CH:4][CH:3]=1.[CH3:36][S:37]([CH3:40])(=[NH:39])=[O:38], predict the reaction product. The product is: [CH2:1]([O:8][CH2:9][C@@H:10]([O:15][C:16]1[CH:21]=[C:20]([F:22])[CH:19]=[CH:18][C:17]=1[NH:23][C:24]1[C:33]2[C:28](=[CH:29][C:30]([N:39]=[S:37]([CH3:40])([CH3:36])=[O:38])=[CH:31][C:32]=2[CH3:34])[N:27]=[CH:26][N:25]=1)[C:11]([OH:13])=[O:12])[C:2]1[CH:7]=[CH:6][CH:5]=[CH:4][CH:3]=1. (3) Given the reactants O[CH2:2][C:3]1[CH:12]=[N:11][C:10]2[N:9]3[CH2:13][CH2:14][CH2:15][CH2:16][C@H:8]3[C:7](=[O:17])[NH:6][C:5]=2[CH:4]=1.[CH:18]1([NH:21][C:22](=[O:36])[C:23]2[CH:28]=[CH:27][C:26]([N:29]3[CH2:34][CH2:33][NH:32][CH2:31][CH2:30]3)=[C:25]([F:35])[CH:24]=2)[CH2:20][CH2:19]1.[I-].C(C[P+](C)(C)C)#N.C(N(CC)C(C)C)(C)C, predict the reaction product. The product is: [CH:18]1([NH:21][C:22](=[O:36])[C:23]2[CH:28]=[CH:27][C:26]([N:29]3[CH2:34][CH2:33][N:32]([CH2:2][C:3]4[CH:12]=[N:11][C:10]5[N:9]6[CH2:13][CH2:14][CH2:15][CH2:16][C@H:8]6[C:7](=[O:17])[NH:6][C:5]=5[CH:4]=4)[CH2:31][CH2:30]3)=[C:25]([F:35])[CH:24]=2)[CH2:19][CH2:20]1. (4) The product is: [CH3:16][O:7][C:6](=[O:8])[C:5]1[CH:9]=[CH:10][C:2]([Br:1])=[CH:3][C:4]=1[CH3:11]. Given the reactants [Br:1][C:2]1[CH:10]=[CH:9][C:5]([C:6]([OH:8])=[O:7])=[C:4]([CH3:11])[CH:3]=1.S(Cl)(Cl)=O.[CH2:16](N(CC)CC)C, predict the reaction product. (5) Given the reactants [NH2:1][CH2:2][CH2:3][O:4][C@@H:5]([C:19]1[CH:24]=[CH:23][CH:22]=[C:21]([F:25])[C:20]=1[C:26]1[CH:31]=[CH:30][CH:29]=[C:28]([CH3:32])[CH:27]=1)[C@@H:6]1[CH2:11][CH2:10][CH2:9][N:8]([C:12]([O:14][C:15]([CH3:18])([CH3:17])[CH3:16])=[O:13])[CH2:7]1.CCN(CC)CC.[C:40](Cl)(=[O:42])[CH3:41], predict the reaction product. The product is: [C:40]([NH:1][CH2:2][CH2:3][O:4][C@@H:5]([C:19]1[CH:24]=[CH:23][CH:22]=[C:21]([F:25])[C:20]=1[C:26]1[CH:31]=[CH:30][CH:29]=[C:28]([CH3:32])[CH:27]=1)[C@@H:6]1[CH2:11][CH2:10][CH2:9][N:8]([C:12]([O:14][C:15]([CH3:18])([CH3:17])[CH3:16])=[O:13])[CH2:7]1)(=[O:42])[CH3:41]. (6) The product is: [NH2:32][C:4]1[S:3][C:2]([C:42]2[C:43]([C:47]([F:49])([F:50])[F:48])=[CH:44][CH:45]=[CH:46][C:41]=2[F:40])=[N:6][C:5]=1[C:7]([NH:8][C:9]1[CH:10]=[N:11][N:12]([CH3:30])[C:13]=1[C@@H:14]1[CH2:20][CH2:19][C@@H:18]([NH2:21])[C@H:17]([F:29])[CH2:16][O:15]1)=[O:31]. Given the reactants Br[C:2]1[S:3][C:4]([NH:32]C(=O)OC(C)(C)C)=[C:5]([C:7](=[O:31])[NH:8][C:9]2[CH:10]=[N:11][N:12]([CH3:30])[C:13]=2[C@@H:14]2[CH2:20][CH2:19][C@@H:18]([NH:21]C(OC(C)(C)C)=O)[C@H:17]([F:29])[CH2:16][O:15]2)[N:6]=1.[F:40][C:41]1[CH:46]=[CH:45][CH:44]=[C:43]([C:47]([F:50])([F:49])[F:48])[C:42]=1B(O)O, predict the reaction product. (7) Given the reactants [Cl:1][C:2]1[CH:10]=[CH:9][CH:8]=[C:7]2[C:3]=1[C:4]([C:16]([OH:18])=O)=[CH:5][N:6]2[CH:11]1[CH2:15][CH2:14][O:13][CH2:12]1.[NH2:19][CH:20]([CH:24]1[CH2:29][CH2:28][CH2:27][CH2:26][CH2:25]1)[CH2:21][CH2:22][OH:23], predict the reaction product. The product is: [CH:24]1([CH:20]([NH:19][C:16]([C:4]2[C:3]3[C:7](=[CH:8][CH:9]=[CH:10][C:2]=3[Cl:1])[N:6]([CH:11]3[CH2:15][CH2:14][O:13][CH2:12]3)[CH:5]=2)=[O:18])[CH2:21][CH2:22][OH:23])[CH2:29][CH2:28][CH2:27][CH2:26][CH2:25]1. (8) Given the reactants C(OC([N:8]1[CH2:13][CH2:12][CH2:11][CH2:10][CH:9]1[C:14]([NH:16][NH2:17])=O)=O)(C)(C)C.[O:18]=[C:19]1[NH:24][C:23]2[CH:25]=[C:26]([C:29](N)=[NH:30])[CH:27]=[CH:28][C:22]=2[O:21][CH2:20]1.C(O)(=O)C, predict the reaction product. The product is: [NH:8]1[CH2:13][CH2:12][CH2:11][CH2:10][CH:9]1[C:14]1[NH:16][N:17]=[C:29]([C:26]2[CH:27]=[CH:28][C:22]3[O:21][CH2:20][C:19](=[O:18])[NH:24][C:23]=3[CH:25]=2)[N:30]=1. (9) Given the reactants [Cl:1][C:2]1[CH:7]=[C:6](I)[CH:5]=[CH:4][C:3]=1[N:9]1[C:13]2[C:14]3[S:18][C:17]([NH:19][C:20](=[O:22])[CH3:21])=[N:16][C:15]=3[CH2:23][CH2:24][C:12]=2[C:11]([CH:25]2[CH2:27][CH2:26]2)=[N:10]1.[Cl-].[Li+].C([Mg]Cl)(C)C.C[Mg]Cl.C[O:39][B:40]([O:43]C)[O:41]C.Cl, predict the reaction product. The product is: [C:20]([NH:19][C:17]1[S:18][C:14]2[C:13]3[N:9]([C:3]4[CH:4]=[CH:5][C:6]([O:39][B:40]([OH:43])[OH:41])=[CH:7][C:2]=4[Cl:1])[N:10]=[C:11]([CH:25]4[CH2:27][CH2:26]4)[C:12]=3[CH2:24][CH2:23][C:15]=2[N:16]=1)(=[O:22])[CH3:21].